Dataset: Forward reaction prediction with 1.9M reactions from USPTO patents (1976-2016). Task: Predict the product of the given reaction. (1) Given the reactants [CH:1]1C2NC3C(=CC=CC=3)SC=2C=[CH:3][C:2]=1[C:15](N[C@H](C(N[C@H](C(N[C@H](C(N[C@H]1CCOC1O)=O)CC(C)C)=O)CC(C)C)=O)CC(C)C)=O.[CH:48]1[C:61]2[NH:60][C:59]3[C:54](=[CH:55][CH:56]=[CH:57][CH:58]=3)[S:53][C:52]=2[CH:51]=[CH:50][C:49]=1[O:62][CH2:63][C:64]([NH:66][C@H:67]([C:72]([NH:74][C@H:75]([C:80]([NH:82][C@H:83]1[CH2:87][CH2:86][O:85][CH:84]1[O:88][CH3:89])=[O:81])CC(C)C)=[O:73])CC(C)C)=[O:65], predict the reaction product. The product is: [CH:48]1[C:61]2[NH:60][C:59]3[C:58](=[CH:57][CH:56]=[CH:55][CH:54]=3)[S:53][C:52]=2[CH:51]=[CH:50][C:49]=1[O:62][CH2:63][C:64]([NH:66][CH2:67][C:72]([N:74]([CH2:1][CH:2]([CH3:15])[CH3:3])[CH2:75][C:80]([NH:82][C@H:83]1[CH2:87][CH2:86][O:85][CH:84]1[O:88][CH3:89])=[O:81])=[O:73])=[O:65]. (2) The product is: [N:16]([CH:8]1[CH2:9][CH2:10][C:5]2([O:4][CH2:3][CH2:2][O:1]2)[CH2:6][CH2:7]1)=[N+:17]=[N-:18]. Given the reactants [O:1]1[C:5]2([CH2:10][CH2:9][CH:8](OS(C)(=O)=O)[CH2:7][CH2:6]2)[O:4][CH2:3][CH2:2]1.[N-:16]=[N+:17]=[N-:18].[Na+], predict the reaction product. (3) Given the reactants [C:1]([C:3]1[CH:4]=[N:5][N:6]2[C:11]([C:12]([F:15])([F:14])[F:13])=[CH:10][C:9]([C:16]3[CH:21]=[CH:20][C:19]([C:22]([F:25])([F:24])[F:23])=[CH:18][CH:17]=3)=[N:8][C:7]=12)#[CH:2].Br[C:27]1[CH:32]=[CH:31][C:30]([S:33]([NH:36][CH2:37][CH2:38][OH:39])(=[O:35])=[O:34])=[CH:29][CH:28]=1, predict the reaction product. The product is: [OH:39][CH2:38][CH2:37][NH:36][S:33]([C:30]1[CH:31]=[CH:32][C:27]([C:2]#[C:1][C:3]2[CH:4]=[N:5][N:6]3[C:11]([C:12]([F:14])([F:13])[F:15])=[CH:10][C:9]([C:16]4[CH:21]=[CH:20][C:19]([C:22]([F:25])([F:24])[F:23])=[CH:18][CH:17]=4)=[N:8][C:7]=23)=[CH:28][CH:29]=1)(=[O:35])=[O:34]. (4) Given the reactants Cl[C:2]1[C:11]2[C:6](=[CH:7][CH:8]=[C:9]([CH3:12])[CH:10]=2)[N:5]=[C:4]([N:13]2[CH2:19][C:18]3[CH:20]=[CH:21][CH:22]=[CH:23][C:17]=3[S:16](=[O:25])(=[O:24])[CH2:15][CH2:14]2)[CH:3]=1.[CH:26]1([NH2:33])[CH2:31][CH2:30][CH2:29][CH:28]([NH2:32])[CH2:27]1, predict the reaction product. The product is: [O:24]=[S:16]1(=[O:25])[C:17]2[CH:23]=[CH:22][CH:21]=[CH:20][C:18]=2[CH2:19][N:13]([C:4]2[CH:3]=[C:2]([NH:32][CH:28]3[CH2:29][CH2:30][CH2:31][CH:26]([NH2:33])[CH2:27]3)[C:11]3[C:6](=[CH:7][CH:8]=[C:9]([CH3:12])[CH:10]=3)[N:5]=2)[CH2:14][CH2:15]1. (5) Given the reactants [Cl:1][C:2]1[CH:7]=[CH:6][N:5]=[CH:4][CH:3]=1.C([N-]C(C)C)(C)C.[Li+].[CH2:16]([C:18]1[CH:23]=[CH:23][CH:18]=[CH:19][CH:19]=1)[CH3:16].[C:24]([O:28][C:29]([N:31]1C(=O)CC1C)=[O:30])([CH3:27])([CH3:26])C.[CH2:37]([O:39]CC)C, predict the reaction product. The product is: [C:29](=[O:30])([O:28][CH:24]([CH2:26][C:37]([C:3]1[CH:4]=[N:5][CH:6]=[CH:7][C:2]=1[Cl:1])=[O:39])[CH2:27][C:18]([CH3:23])([CH3:19])[CH3:16])[NH2:31]. (6) Given the reactants C[C@H]1[C@@:11]2(C)[C@H:12]([O:22][C:23]([CH2:25]O)=O)[CH2:13][C@](C=C)(C)[C@@H](O)[C@H](C)[C@]3([C@@H]2C(=O)CC3)CC1.[CH2:28](Cl)Cl.CO.C(O)C, predict the reaction product. The product is: [CH3:12][O:22][CH3:23].[CH:23]([O:22][CH:12]([CH3:11])[CH3:13])([CH3:25])[CH3:28]. (7) Given the reactants [CH3:1][N:2]1[CH:6]=[C:5]([C:7]2[C:15]3[C:10](=[N:11][CH:12]=[C:13]([OH:16])[CH:14]=3)[N:9]([CH2:17][O:18][CH2:19][CH2:20][Si:21]([CH3:24])([CH3:23])[CH3:22])[CH:8]=2)[CH:4]=[N:3]1.Br[CH2:26][CH2:27][CH2:28][CH3:29].C([O-])([O-])=O.[K+].[K+], predict the reaction product. The product is: [CH2:26]([O:16][C:13]1[CH:14]=[C:15]2[C:7]([C:5]3[CH:4]=[N:3][N:2]([CH3:1])[CH:6]=3)=[CH:8][N:9]([CH2:17][O:18][CH2:19][CH2:20][Si:21]([CH3:24])([CH3:23])[CH3:22])[C:10]2=[N:11][CH:12]=1)[CH2:27][CH2:28][CH3:29]. (8) Given the reactants [CH2:1]([C:3]([C:16]1[CH:29]=[CH:28][C:19]([O:20][CH2:21][C:22](=[O:27])[C:23]([CH3:26])([CH3:25])[CH3:24])=[C:18]([CH3:30])[CH:17]=1)([C:6]1[S:10][C:9]2[CH:11]=[CH:12][C:13]([OH:15])=[CH:14][C:8]=2[CH:7]=1)[CH2:4][CH3:5])[CH3:2].CCN(CC)CC.[CH3:38][S:39](Cl)(=[O:41])=[O:40], predict the reaction product. The product is: [CH3:26][C:23]([CH3:25])([CH3:24])[C:22](=[O:27])[CH2:21][O:20][C:19]1[CH:28]=[CH:29][C:16]([C:3]([C:6]2[S:10][C:9]3[CH:11]=[CH:12][C:13]([O:15][S:39]([CH3:38])(=[O:41])=[O:40])=[CH:14][C:8]=3[CH:7]=2)([CH2:4][CH3:5])[CH2:1][CH3:2])=[CH:17][C:18]=1[CH3:30].